Dataset: Peptide-MHC class I binding affinity with 185,985 pairs from IEDB/IMGT. Task: Regression. Given a peptide amino acid sequence and an MHC pseudo amino acid sequence, predict their binding affinity value. This is MHC class I binding data. (1) The peptide sequence is TVLDHILQK. The MHC is HLA-A03:01 with pseudo-sequence HLA-A03:01. The binding affinity (normalized) is 0.260. (2) The peptide sequence is SLPPNFSSL. The MHC is HLA-A02:12 with pseudo-sequence HLA-A02:12. The binding affinity (normalized) is 0.851. (3) The peptide sequence is YTPKVVGGI. The MHC is Mamu-A01 with pseudo-sequence Mamu-A01. The binding affinity (normalized) is 0.276.